Task: Predict the reactants needed to synthesize the given product.. Dataset: Full USPTO retrosynthesis dataset with 1.9M reactions from patents (1976-2016) (1) Given the product [OH:6][C:7]1[CH:8]=[C:9]2[C:14](=[CH:15][CH:16]=1)[C:13]([C:17]([O:19][CH3:1])=[O:18])=[CH:12][CH:11]=[CH:10]2, predict the reactants needed to synthesize it. The reactants are: [CH3:1]S(O)(=O)=O.[OH:6][C:7]1[CH:8]=[C:9]2[C:14](=[CH:15][CH:16]=1)[C:13]([C:17]([OH:19])=[O:18])=[CH:12][CH:11]=[CH:10]2. (2) Given the product [C:14]([N:12]1[CH2:13][CH:10]([CH2:8][NH:7][C:1]2[CH:6]=[CH:5][CH:4]=[CH:3][CH:2]=2)[CH2:11]1)([O:16][C:17]([CH3:19])([CH3:20])[CH3:18])=[O:15], predict the reactants needed to synthesize it. The reactants are: [C:1]1([NH:7][C:8]([CH:10]2[CH2:13][N:12]([C:14]([O:16][C:17]([CH3:20])([CH3:19])[CH3:18])=[O:15])[CH2:11]2)=O)[CH:6]=[CH:5][CH:4]=[CH:3][CH:2]=1.B. (3) Given the product [C:1]([O:5][C:6](=[O:22])[NH:7][C:8]1[CH:13]=[C:12]([N:23]2[CH2:27][CH2:26][CH2:25][CH2:24]2)[C:11]([C:15]([F:18])([F:17])[F:16])=[CH:10][C:9]=1[N+:19]([O-:21])=[O:20])([CH3:4])([CH3:3])[CH3:2], predict the reactants needed to synthesize it. The reactants are: [C:1]([O:5][C:6](=[O:22])[NH:7][C:8]1[CH:13]=[C:12](Cl)[C:11]([C:15]([F:18])([F:17])[F:16])=[CH:10][C:9]=1[N+:19]([O-:21])=[O:20])([CH3:4])([CH3:3])[CH3:2].[NH:23]1[CH2:27][CH2:26][CH2:25][CH2:24]1. (4) Given the product [CH:1]1([C:7]2[CH:32]=[CH:31][CH:30]=[C:29]3[C:8]=2[CH:9]=[C:10]2[C:16]4[CH:17]=[C:18]([C:21]([OH:23])=[O:22])[CH:19]=[CH:20][C:15]=4[N:14]4[CH2:25][C:26]([CH3:28])=[N:27][C:13]4=[CH:12][N:11]23)[CH2:2][CH2:3][CH2:4][CH2:5][CH2:6]1, predict the reactants needed to synthesize it. The reactants are: [CH:1]1([C:7]2[CH:32]=[CH:31][CH:30]=[C:29]3[C:8]=2[CH:9]=[C:10]2[C:16]4[CH:17]=[C:18]([C:21]([O:23]C)=[O:22])[CH:19]=[CH:20][C:15]=4[N:14]4[CH2:25][C:26]([CH3:28])=[N:27][C:13]4=[CH:12][N:11]23)[CH2:6][CH2:5][CH2:4][CH2:3][CH2:2]1.[OH-].[Na+].Cl. (5) Given the product [C:28]([OH:35])(=[O:34])/[CH:29]=[CH:30]/[C:31]([OH:33])=[O:32].[CH3:1][N:2]1[C:10]2[C:5](=[CH:6][CH:7]=[C:8]([C:11]3[O:15][C:14]([N:20]4[CH:21]5[CH2:24][CH2:25][N:17]([CH2:23][CH2:22]5)[CH2:18][CH2:19]4)=[N:13][N:12]=3)[CH:9]=2)[CH:4]=[CH:3]1, predict the reactants needed to synthesize it. The reactants are: [CH3:1][N:2]1[C:10]2[C:5](=[CH:6][CH:7]=[C:8]([C:11]3[O:15][C:14](S)=[N:13][N:12]=3)[CH:9]=2)[CH:4]=[CH:3]1.[N:17]12[CH2:25][CH2:24][CH:21]([CH2:22][CH2:23]1)[NH:20][CH2:19][CH2:18]2.[OH-].[Na+].[C:28]([OH:35])(=[O:34])/[CH:29]=[CH:30]/[C:31]([OH:33])=[O:32]. (6) Given the product [CH3:15][O:16][C:17]1[CH:18]=[C:19]([CH2:23][CH2:24][NH:25][C:12]([C:10]2[S:11][C:7]([C:4]3[CH:3]=[CH:2][N:1]=[CH:6][CH:5]=3)=[CH:8][CH:9]=2)=[O:14])[CH:20]=[CH:21][CH:22]=1, predict the reactants needed to synthesize it. The reactants are: [N:1]1[CH:6]=[CH:5][C:4]([C:7]2[S:11][C:10]([C:12]([OH:14])=O)=[CH:9][CH:8]=2)=[CH:3][CH:2]=1.[CH3:15][O:16][C:17]1[CH:18]=[C:19]([CH2:23][CH2:24][NH2:25])[CH:20]=[CH:21][CH:22]=1. (7) Given the product [N:20]1[CH:21]=[CH:22][CH:23]=[C:18]([C:2]2[O:11][C:5]3[N:6]=[CH:7][N:8]=[C:9]([NH2:10])[C:4]=3[CH:3]=2)[CH:19]=1, predict the reactants needed to synthesize it. The reactants are: Br[C:2]1[O:11][C:5]2[N:6]=[CH:7][N:8]=[C:9]([NH2:10])[C:4]=2[CH:3]=1.B1([C:18]2[CH:23]=[CH:22][CH:21]=[N:20][CH:19]=2)OCCCO1.[O-]P([O-])([O-])=O.[K+].[K+].[K+]. (8) Given the product [F:33][C:2]([F:1])([F:32])[C:3]1[CH:4]=[C:5]([CH2:13][C:14]([N:16]2[CH2:21][CH2:20][CH:19]3[CH2:22][N:23]([C:34]4[CH2:38][CH2:37][C:36](=[O:39])[CH:35]=4)[CH2:24][CH:18]3[CH:17]2[C:25]2[CH:26]=[CH:27][C:28]([F:31])=[CH:29][CH:30]=2)=[O:15])[CH:6]=[C:7]([C:9]([F:12])([F:10])[F:11])[CH:8]=1, predict the reactants needed to synthesize it. The reactants are: [F:1][C:2]([F:33])([F:32])[C:3]1[CH:4]=[C:5]([CH2:13][C:14]([N:16]2[CH2:21][CH2:20][CH:19]3[CH2:22][NH:23][CH2:24][CH:18]3[CH:17]2[C:25]2[CH:30]=[CH:29][C:28]([F:31])=[CH:27][CH:26]=2)=[O:15])[CH:6]=[C:7]([C:9]([F:12])([F:11])[F:10])[CH:8]=1.[C:34]1(=O)[CH2:38][CH2:37][C:36](=[O:39])[CH2:35]1.